Dataset: Forward reaction prediction with 1.9M reactions from USPTO patents (1976-2016). Task: Predict the product of the given reaction. (1) The product is: [F:1][C:2]1[CH:7]=[CH:6][C:5]([N:8]([CH:18]([CH3:20])[CH3:19])[C:9]([N:11]2[C:15](=[O:16])[N:14]([CH2:21][CH:22]([CH3:25])[CH3:23])[C:13](=[O:17])[O:12]2)=[O:10])=[CH:4][CH:3]=1. Given the reactants [F:1][C:2]1[CH:7]=[CH:6][C:5]([N:8]([CH:18]([CH3:20])[CH3:19])[C:9]([N:11]2[C:15](=[O:16])[NH:14][C:13](=[O:17])[O:12]2)=[O:10])=[CH:4][CH:3]=1.[CH3:21][CH:22]([CH3:25])[CH2:23]O.C1(P(C2C=CC=CC=2)C2C=CC=CC=2)C=CC=CC=1.N(C(OCC)=O)=NC(OCC)=O, predict the reaction product. (2) Given the reactants [CH3:1][O:2][C:3](=[O:27])[C@H:4]([NH:19][C:20]([O:22][C:23]([CH3:26])([CH3:25])[CH3:24])=[O:21])[C:5]1[CH:10]=[CH:9][C:8]([O:11][CH2:12][CH2:13]OS(C)(=O)=O)=[CH:7][CH:6]=1.[NH:28]1[CH2:33][CH2:32][O:31][CH2:30][CH2:29]1, predict the reaction product. The product is: [CH3:1][O:2][C:3](=[O:27])[C@H:4]([NH:19][C:20]([O:22][C:23]([CH3:24])([CH3:25])[CH3:26])=[O:21])[C:5]1[CH:6]=[CH:7][C:8]([O:11][CH2:12][CH2:13][N:28]2[CH2:33][CH2:32][O:31][CH2:30][CH2:29]2)=[CH:9][CH:10]=1.